From a dataset of Reaction yield outcomes from USPTO patents with 853,638 reactions. Predict the reaction yield, written as a fraction of the theoretical maximum amount of product (1.0 means a 100% yield; for example, 0.34 means a 34% yield). No catalyst specified. The reactants are [CH3:1][C:2]([CH3:18])([CH3:17])[C:3]([NH:5][C:6]1[NH:7][C:8](=O)[C:9]2[NH:14][C:13]([CH3:15])=[CH:12][C:10]=2[N:11]=1)=[O:4].[OH-].[NH4+].P(Cl)(Cl)([Cl:23])=O. The yield is 0.860. The product is [Cl:23][C:8]1[C:9]2[NH:14][C:13]([CH3:15])=[CH:12][C:10]=2[N:11]=[C:6]([NH:5][C:3](=[O:4])[C:2]([CH3:18])([CH3:17])[CH3:1])[N:7]=1.